This data is from Drug-target binding data from BindingDB using Kd measurements. The task is: Regression. Given a target protein amino acid sequence and a drug SMILES string, predict the binding affinity score between them. We predict pKd (pKd = -log10(Kd in M); higher means stronger binding). Dataset: bindingdb_kd. (1) The small molecule is CC1=C(/C=C/C(C)=C/C=C/C(C)=C/C(=O)O)C(C)(C)CCC1. The target protein (P22935) has sequence MPNFSGNWKIIRSENFEEMLKALGVNMMMRKIAVAAASKPAVEIKQENDTFYIKTSTTVRTTEINFKIGEEFEEQTVDGRPCKSLVKWESGNKMVCEQRLLKGEGPKTSWSRELTNDGELILTMTADDVVCTRVYVRE. The pKd is 8.7. (2) The drug is CC(=O)N[C@@H](Cc1ccccc1)C(=O)N[C@@H](C)C(=O)N[C@@H](CC(C)C)C(=O)N[C@@H](CCCC[N+](C)(C)C)C(=O)N[C@@H](CO)C(N)=O. The target protein (P83916) has sequence MGKKQNKKKVEEVLEEEEEEYVVEKVLDRRVVKGKVEYLLKWKGFSDEDNTWEPEENLDCPDLIAEFLQSQKTAHETDKSEGGKRKADSDSEDKGEESKPKKKKEESEKPRGFARGLEPERIIGATDSSGELMFLMKWKNSDEADLVPAKEANVKCPQVVISFYEERLTWHSYPSEDDDKKDDKN. The pKd is 4.4. (3) The compound is c1ccc(-c2c[nH]cn2)cc1. The target protein sequence is MTIAKDANTFFGAESVQDPYPLYERMRAAGSVHRIANSDFYAVCGWDAVNEAIGRPEDFSSNLTATMTYTAEGTAKPFEMDPLGGPTHVLATADDPAHAVHRKLVLRHLAAKRIRVMEQFTVQAADRLWVDGMQDGCIEWMGAMANRLPMMVVAELIGLPDPDIAQLVKWGYAATQLLEGLVENDQLVAAGVALMELSGYIFEQFDRAAADPRDNLLGELATACASGELDTLTAQVMMVTLFAAGGESTAALLGSAVWILATRPDIQQQVRANPELLGAFIEETLRYEPPFRGHYRHVRNATTLDGTELPADSHLLLLWGAANRDPAQFEAPGEFRLDRAGGKGHISFGKGAHFCVGAALARLEARIVLRLLLDRTSVIEAADVGGWLPSILVRRIERLELAVQ. The pKd is 2.5. (4) The drug is Oc1ccc(-c2nc(-c3ccncc3)c(-c3ccc(F)cc3)[nH]2)cc1. The target protein (P19525) has sequence MAGDLSAGFFMEELNTYRQKQGVVLKYQELPNSGPPHDRRFTFQVIIDGREFPEGEGRSKKEAKNAAAKLAVEILNKEKKAVSPLLLTTTNSSEGLSMGNYIGLINRIAQKKRLTVNYEQCASGVHGPEGFHYKCKMGQKEYSIGTGSTKQEAKQLAAKLAYLQILSEETSVKSDYLSSGSFATTCESQSNSLVTSTLASESSSEGDFSADTSEINSNSDSLNSSSLLMNGLRNNQRKAKRSLAPRFDLPDMKETKYTVDKRFGMDFKEIELIGSGGFGQVFKAKHRIDGKTYVIKRVKYNNEKAEREVKALAKLDHVNIVHYNGCWDGFDYDPETSDDSLESSDYDPENSKNSSRSKTKCLFIQMEFCDKGTLEQWIEKRRGEKLDKVLALELFEQITKGVDYIHSKKLIHRDLKPSNIFLVDTKQVKIGDFGLVTSLKNDGKRTRSKGTLRYMSPEQISSQDYGKEVDLYALGLILAELLHVCDTAFETSKFFTDLRD.... The pKd is 5.0. (5) The small molecule is C[S+](CC[C@H](N)C(=O)[O-])C[C@H]1O[C@@H](n2cnc3c(N)ncnc32)[C@H](O)[C@@H]1O. The target protein sequence is MVNVRRANFKSFWDKYSDKPDTNSMMLNHSAEELESSDRADILASLPLLHNKDVVDIGAGIGRFTTVLAETARWVLSTDFIDSFIKKNQERNAHLGNINYQVGDAVGLKMESNSVDLVFTNWLMMYLSDEETVEFIFNCMRWLRSHGIVHLRESCSEPSTGRSKAKSMHDTANANPTHYRFSSLYINLLRAIRYRDVDNKLWRFNVQWSCSVPTYIKRSNNWRQVHWLAEKVPAEDGAKGTSFNELVELIKNTWQNEQEAWDAKLDDEKYVWTDKVFSSALTSLPSNSTFFLYTPRTVSPYCHINAHTLAETFNANVWNTEIIPEYYRTSLTKSNNLKDQRVRFGWNQSLTDSVTYWQQKDALFDVFVATEFLSTVDDETIRQLPNVMSDGAKFITLEPVDEVNEAEMKQRIQELGYTLKSFTDVTDQCIEAQEQYFKDHEQLRDEKVIRKNWVLLELTH. The pKd is 4.7. (6) The small molecule is C=C1/C(=C\C=C2/CCC[C@@]3(C)[C@H]2CC[C@@H]3[C@H](C)CCCC(C)(C)O)C[C@@H](O)C[C@@H]1O. The target protein (A3RGC1) has sequence MEATAASTSLPDPGDFDRNVPRICGVCGDRATGFHFNAMTCEGCKGFFRRSMKRKALFTCPFNGDCRITKDNRRHCQACRLKRCVDIGMMKEFILTDEEVQRKREMILKRKEEEALKDSLRPKLSEEQQRIIAILLDAHHKTYDPTYADFGQFRPPVRGDEEEGTLPSRSSSAHAPSFSGSSSSSCSDQYTSSPDTMEPASFSHLDLSEEDSDDPSVTLDLSQLSMLPHLADLVSYSIQKVIGFAKMIPGFRDLTAEDQIVLLKSSAIEVIMLRSNQSFTMDDMSWTCGSRDYKYQVSDVAKAGHSLELIEPLIKFQVGLKKLNLHEEEHVLLMAICIVSPDRPGVQDPTLIEAIQDRLSNTLQTYIRCRHPPPGSHLLYAKMIQKLADLRSLNEEHSKQYRCLSFQPECSMKLTPLVLEVFGNEIS. The pKd is 9.8.